From a dataset of Catalyst prediction with 721,799 reactions and 888 catalyst types from USPTO. Predict which catalyst facilitates the given reaction. (1) Reactant: [Br:1][C:2]1[CH:26]=[CH:25][C:5]([C:6]([NH:8][NH:9][C:10](=O)[CH2:11][CH2:12][CH2:13][CH2:14][CH2:15][NH:16][C:17](=[O:23])[O:18][C:19]([CH3:22])([CH3:21])[CH3:20])=O)=[CH:4][CH:3]=1.COC1C=CC(P2(SP(C3C=CC(OC)=CC=3)(=S)S2)=[S:36])=CC=1. Product: [Br:1][C:2]1[CH:26]=[CH:25][C:5]([C:6]2[S:36][C:10]([CH2:11][CH2:12][CH2:13][CH2:14][CH2:15][NH:16][C:17](=[O:23])[O:18][C:19]([CH3:22])([CH3:21])[CH3:20])=[N:9][N:8]=2)=[CH:4][CH:3]=1. The catalyst class is: 7. (2) Reactant: S(O[CH2:6][C:7]1[CH:24]=[CH:23][C:22]([Cl:25])=[CH:21][C:8]=1[O:9][CH2:10][C:11]1[CH:20]=[CH:19][C:14]([C:15]([O:17][CH3:18])=[O:16])=[CH:13][CH:12]=1)(C)(=O)=O.[N-:26]=[N+:27]=[N-:28].[Na+]. Product: [N:26]([CH2:6][C:7]1[CH:24]=[CH:23][C:22]([Cl:25])=[CH:21][C:8]=1[O:9][CH2:10][C:11]1[CH:20]=[CH:19][C:14]([C:15]([O:17][CH3:18])=[O:16])=[CH:13][CH:12]=1)=[N+:27]=[N-:28]. The catalyst class is: 39. (3) Reactant: [OH-].[Na+].C(O)C.[F:6][C:7]1[CH:28]=[CH:27][C:10]([NH:11][C:12]2[CH:21]=[C:20]([C:22]3[S:23][CH:24]=[CH:25][CH:26]=3)[CH:19]=[CH:18][C:13]=2[C:14]([O:16]C)=[O:15])=[CH:9][CH:8]=1.Cl. Product: [F:6][C:7]1[CH:28]=[CH:27][C:10]([NH:11][C:12]2[CH:21]=[C:20]([C:22]3[S:23][CH:24]=[CH:25][CH:26]=3)[CH:19]=[CH:18][C:13]=2[C:14]([OH:16])=[O:15])=[CH:9][CH:8]=1. The catalyst class is: 13.